This data is from Reaction yield outcomes from USPTO patents with 853,638 reactions. The task is: Predict the reaction yield, written as a fraction of the theoretical maximum amount of product (1.0 means a 100% yield; for example, 0.34 means a 34% yield). (1) The reactants are [NH2:1][C:2]1[NH:3][C:4](=[O:13])[C:5]2[N:11]=[C:10]([Cl:12])[CH:9]=[CH:8][C:6]=2[N:7]=1.[C:14](OC(=O)C)(=[O:16])[CH3:15]. No catalyst specified. The product is [C:14]([NH:1][C:2]1[NH:3][C:4](=[O:13])[C:5]2[N:11]=[C:10]([Cl:12])[CH:9]=[CH:8][C:6]=2[N:7]=1)(=[O:16])[CH3:15]. The yield is 0.800. (2) The reactants are ClC(Cl)(O[C:5](=[O:11])OC(Cl)(Cl)Cl)Cl.C(O)(=O)C.[NH2:17][C:18]([C:21]1[CH:26]=[CH:25][C:24]([NH:27][C:28]([C:30]2[NH:31][CH:32]=[C:33]([C:35]#[N:36])[N:34]=2)=[O:29])=[C:23]([C:37]2[CH2:42][CH2:41][CH2:40][CH2:39][CH:38]=2)[CH:22]=1)([CH3:20])[CH3:19].CC[N:45](C(C)C)C(C)C. The catalyst is C1COCC1. The product is [C:37]1([C:23]2[CH:22]=[C:21]([C:18]([CH3:20])([NH:17][C:5]([NH2:45])=[O:11])[CH3:19])[CH:26]=[CH:25][C:24]=2[NH:27][C:28]([C:30]2[NH:31][CH:32]=[C:33]([C:35]#[N:36])[N:34]=2)=[O:29])[CH2:42][CH2:41][CH2:40][CH2:39][CH:38]=1. The yield is 0.300. (3) The reactants are N1C=CN=C1.CN(C)C=O.[OH:11][CH:12]([C:16]1[CH:21]=[CH:20][N:19]=[CH:18][CH:17]=1)[CH2:13][C:14]#[N:15].[C:22]([Si:26]([C:34]1[CH:39]=[CH:38][CH:37]=[CH:36][CH:35]=1)([C:28]1[CH:33]=[CH:32][CH:31]=[CH:30][CH:29]=1)Cl)([CH3:25])([CH3:24])[CH3:23]. The catalyst is CCOCC.C(OCC)(=O)C. The product is [O:11]([CH:12]([C:16]1[CH:17]=[CH:18][N:19]=[CH:20][CH:21]=1)[CH2:13][C:14]#[N:15])[Si:26]([C:22]([CH3:25])([CH3:24])[CH3:23])([C:34]1[CH:35]=[CH:36][CH:37]=[CH:38][CH:39]=1)[C:28]1[CH:33]=[CH:32][CH:31]=[CH:30][CH:29]=1. The yield is 0.989. (4) The reactants are [NH2:1][C:2]1[CH:7]=[CH:6][CH:5]=[CH:4][CH:3]=1.Cl[CH2:9][Si:10]([CH3:15])([O:13][CH3:14])[O:11][CH3:12].N.[Cl-]. No catalyst specified. The product is [C:2]1([NH:1][CH2:9][Si:10]([O:13][CH3:14])([O:11][CH3:12])[CH3:15])[CH:7]=[CH:6][CH:5]=[CH:4][CH:3]=1. The yield is 0.950. (5) The reactants are Br[C:2]1[C:7]([N:8]([CH2:23][O:24][CH3:25])[S:9]([C:12]2[CH:17]=[CH:16][C:15]([Cl:18])=[C:14]([C:19]([F:22])([F:21])[F:20])[CH:13]=2)(=[O:11])=[O:10])=[CH:6][C:5]([CH3:26])=[CH:4][N:3]=1.C([Mg]Cl)(C)C.[Cl:32][C:33]1[CH:40]=[CH:39][C:38]([N+:41]([O-:43])=[O:42])=[CH:37][C:34]=1[CH:35]=[O:36]. The catalyst is C1COCC1. The product is [Cl:18][C:15]1[CH:16]=[CH:17][C:12]([S:9]([N:8]([C:7]2[C:2]([CH:35]([C:34]3[CH:37]=[C:38]([N+:41]([O-:43])=[O:42])[CH:39]=[CH:40][C:33]=3[Cl:32])[OH:36])=[N:3][CH:4]=[C:5]([CH3:26])[CH:6]=2)[CH2:23][O:24][CH3:25])(=[O:11])=[O:10])=[CH:13][C:14]=1[C:19]([F:22])([F:21])[F:20]. The yield is 0.760. (6) The reactants are [N+:1]([C:4]1[CH:5]=[CH:6][C:7]([N:10]2[CH2:15][CH2:14][O:13][CH2:12][CH2:11]2)=[N:8][CH:9]=1)([O-])=O. The catalyst is [Pd].CCO. The product is [O:13]1[CH2:14][CH2:15][N:10]([C:7]2[N:8]=[CH:9][C:4]([NH2:1])=[CH:5][CH:6]=2)[CH2:11][CH2:12]1. The yield is 0.880. (7) The reactants are [F:1][C:2]1[CH:7]=[CH:6][C:5]([C:8]2[C:12]([C:13](O)=[O:14])=[C:11](/[CH:16]=[CH:17]/[C:18]3[CH:23]=[CH:22][CH:21]=[CH:20][CH:19]=3)[O:10][N:9]=2)=[CH:4][CH:3]=1.C(N(CC)CC)C.ClC(OCC)=O.[BH4-].[Na+].[OH-].[Na+]. The catalyst is C1COCC1.O. The product is [F:1][C:2]1[CH:3]=[CH:4][C:5]([C:8]2[C:12]([CH2:13][OH:14])=[C:11](/[CH:16]=[CH:17]/[C:18]3[CH:19]=[CH:20][CH:21]=[CH:22][CH:23]=3)[O:10][N:9]=2)=[CH:6][CH:7]=1. The yield is 0.630.